This data is from Full USPTO retrosynthesis dataset with 1.9M reactions from patents (1976-2016). The task is: Predict the reactants needed to synthesize the given product. Given the product [NH:40]1[CH2:41][CH:38]([N:22]2[CH:21]=[CH:20][C:19]([C:7]3[N:6]([CH2:5][C:4]4[CH:24]=[CH:25][CH:26]=[C:2]([Cl:1])[CH:3]=4)[C:10]4[CH:11]=[CH:12][C:13]5[N:14]([C:15]([CH3:18])=[N:16][N:17]=5)[C:9]=4[CH:8]=3)=[N:23]2)[CH2:39]1, predict the reactants needed to synthesize it. The reactants are: [Cl:1][C:2]1[CH:3]=[C:4]([CH:24]=[CH:25][CH:26]=1)[CH2:5][N:6]1[C:10]2[CH:11]=[CH:12][C:13]3[N:14]([C:15]([CH3:18])=[N:16][N:17]=3)[C:9]=2[CH:8]=[C:7]1[C:19]1[NH:23][N:22]=[CH:21][CH:20]=1.C([O-])([O-])=O.[Cs+].[Cs+].CS(O[CH:38]1[CH2:41][N:40](C(OC(C)(C)C)=O)[CH2:39]1)(=O)=O.Cl.O1CCOCC1.